This data is from Peptide-MHC class I binding affinity with 185,985 pairs from IEDB/IMGT. The task is: Regression. Given a peptide amino acid sequence and an MHC pseudo amino acid sequence, predict their binding affinity value. This is MHC class I binding data. The peptide sequence is WLGDVWQEK. The MHC is HLA-A25:01 with pseudo-sequence HLA-A25:01. The binding affinity (normalized) is 0.0847.